Task: Predict the product of the given reaction.. Dataset: Forward reaction prediction with 1.9M reactions from USPTO patents (1976-2016) (1) Given the reactants [NH:1]1[CH2:5][CH2:4][CH2:3][CH2:2]1.[CH3:6][NH:7][C:8]1[CH:15]=[CH:14][C:11]([CH:12]=O)=[CH:10][C:9]=1[N+:16]([O-:18])=[O:17].[BH-](OC(C)=O)(OC(C)=O)OC(C)=O.[Na+].C([O-])(O)=O.[Na+], predict the reaction product. The product is: [CH3:6][NH:7][C:8]1[CH:15]=[CH:14][C:11]([CH2:12][N:1]2[CH2:5][CH2:4][CH2:3][CH2:2]2)=[CH:10][C:9]=1[N+:16]([O-:18])=[O:17]. (2) Given the reactants [CH3:1][O:2][C:3]1[CH:10]=[CH:9][C:6]([CH2:7]O)=[CH:5][CH:4]=1.[CH3:11][S:12][C:13]1[N:18]=[C:17]2[NH:19][N:20]=[CH:21][C:16]2=[CH:15][N:14]=1, predict the reaction product. The product is: [CH3:1][O:2][C:3]1[CH:10]=[CH:9][C:6]([CH2:7][N:19]2[C:17]3=[N:18][C:13]([S:12][CH3:11])=[N:14][CH:15]=[C:16]3[CH:21]=[N:20]2)=[CH:5][CH:4]=1. (3) The product is: [CH3:1][O:2][C:3]1[CH:10]=[C:9]([O:11][CH:12]2[CH2:17][CH2:16][CH2:15][O:13]2)[CH:8]=[C:7]([CH3:18])[C:4]=1[CH:5]=[O:6]. Given the reactants [CH3:1][O:2][C:3]1[CH:10]=[C:9]([O:11][CH:12]2[CH2:17][CH2:16][CH2:15]C[O:13]2)[CH:8]=[C:7]([CH3:18])[C:4]=1[CH:5]=[O:6].OC1C=C(OC2CCCCO2)C=C(C)C=1C=O, predict the reaction product. (4) The product is: [CH2:35]([NH:42][CH2:6][C:7]1[N:11]([C:12]2[CH:17]=[CH:16][C:15]([C:18]([NH:20][CH2:21][CH3:22])=[O:19])=[CH:14][CH:13]=2)[N:10]=[N:9][C:8]=1[C:23]([NH:25][CH:26]1[CH2:28][CH2:27]1)=[O:24])[C:36]1[CH:41]=[CH:40][CH:39]=[CH:38][CH:37]=1. Given the reactants CS(O[CH2:6][C:7]1[N:11]([C:12]2[CH:17]=[CH:16][C:15]([C:18]([NH:20][CH2:21][CH3:22])=[O:19])=[CH:14][CH:13]=2)[N:10]=[N:9][C:8]=1[C:23]([NH:25][CH:26]1[CH2:28][CH2:27]1)=[O:24])(=O)=O.C(=O)([O-])[O-].[K+].[K+].[CH2:35]([NH2:42])[C:36]1[CH:41]=[CH:40][CH:39]=[CH:38][CH:37]=1.[I-].[Na+], predict the reaction product. (5) Given the reactants [F:1][C:2]1[CH:10]=[C:9]([F:11])[C:8]([F:12])=[CH:7][C:3]=1[C:4](O)=[O:5].Cl.[CH3:14][NH:15][O:16][CH3:17].O.ON1C2C=CC=CC=2N=N1.CCN=C=NCCCN(C)C.Cl.C(=O)([O-])O.[Na+], predict the reaction product. The product is: [F:1][C:2]1[CH:10]=[C:9]([F:11])[C:8]([F:12])=[CH:7][C:3]=1[C:4]([N:15]([O:16][CH3:17])[CH3:14])=[O:5].